Dataset: Full USPTO retrosynthesis dataset with 1.9M reactions from patents (1976-2016). Task: Predict the reactants needed to synthesize the given product. (1) The reactants are: [N+:1]([C:4]1[CH:21]=[CH:20][CH:19]=[CH:18][C:5]=1[C:6]([NH:8][NH:9][C:10](=O)[C:11]1[CH:16]=[CH:15][CH:14]=[CH:13][N:12]=1)=O)([O-:3])=[O:2].P12(SP3(SP(SP(S3)(S1)=S)(=S)S2)=S)=[S:23].O.CCOC(C)=O. Given the product [N+:1]([C:4]1[CH:21]=[CH:20][CH:19]=[CH:18][C:5]=1[C:6]1[S:23][C:10]([C:11]2[CH:16]=[CH:15][CH:14]=[CH:13][N:12]=2)=[N:9][N:8]=1)([O-:3])=[O:2], predict the reactants needed to synthesize it. (2) Given the product [C:19]([C:23]1[CH:24]=[CH:25][C:26]([CH2:27][NH:28][C:15](=[O:17])[CH2:14][CH2:13][C:4]2[CH:5]=[CH:6][C:7]([NH:8][S:9]([CH3:12])(=[O:10])=[O:11])=[C:2]([F:1])[CH:3]=2)=[CH:29][CH:30]=1)([CH3:22])([CH3:20])[CH3:21], predict the reactants needed to synthesize it. The reactants are: [F:1][C:2]1[CH:3]=[C:4]([CH2:13][CH2:14][C:15]([O:17]C)=O)[CH:5]=[CH:6][C:7]=1[NH:8][S:9]([CH3:12])(=[O:11])=[O:10].[C:19]([C:23]1[CH:30]=[CH:29][C:26]([CH2:27][NH2:28])=[CH:25][CH:24]=1)([CH3:22])([CH3:21])[CH3:20]. (3) The reactants are: [Cl:1][C:2]1[CH:7]=[CH:6][C:5]([S:8]([NH:11][C@@H:12]2[CH2:16][CH2:15][CH2:14][C@@H:13]2[CH2:17][OH:18])(=[O:10])=[O:9])=[CH:4][CH:3]=1.C(=O)([O-])[O-].[Cs+].[Cs+].Br[CH2:26][C:27]1[CH:32]=[CH:31][C:30]([C:33]2[O:34][CH:35]=[CH:36][N:37]=2)=[CH:29][CH:28]=1.ClC1C=CC(S(N(CC2C=CC(C#N)=CC=2)[C@@H]2CCC[C@H]2CO)(=O)=O)=CC=1. Given the product [Cl:1][C:2]1[CH:7]=[CH:6][C:5]([S:8]([N:11]([C@@H:12]2[CH2:16][CH2:15][CH2:14][C@@H:13]2[CH2:17][OH:18])[CH2:26][C:27]2[CH:28]=[CH:29][C:30]([C:33]3[O:34][CH:35]=[CH:36][N:37]=3)=[CH:31][CH:32]=2)(=[O:9])=[O:10])=[CH:4][CH:3]=1, predict the reactants needed to synthesize it.